Dataset: Reaction yield outcomes from USPTO patents with 853,638 reactions. Task: Predict the reaction yield, written as a fraction of the theoretical maximum amount of product (1.0 means a 100% yield; for example, 0.34 means a 34% yield). (1) The reactants are [Cl:1][C:2]1[CH:7]=[CH:6][C:5]([O:8]C)=[CH:4][C:3]=1[C:10]1[CH:36]=[C:35]([CH3:37])[C:13]2[N:14]=[C:15]([NH:18][C:19]3[CH:24]=[CH:23][C:22]([S:25]([N:28]4[CH2:33][CH2:32][N:31]([CH3:34])[CH2:30][CH2:29]4)(=[O:27])=[O:26])=[CH:21][CH:20]=3)[N:16]=[N:17][C:12]=2[CH:11]=1.B(Br)(Br)Br. The catalyst is C(Cl)Cl. The product is [Cl:1][C:2]1[CH:7]=[CH:6][C:5]([OH:8])=[CH:4][C:3]=1[C:10]1[CH:36]=[C:35]([CH3:37])[C:13]2[N:14]=[C:15]([NH:18][C:19]3[CH:20]=[CH:21][C:22]([S:25]([N:28]4[CH2:29][CH2:30][N:31]([CH3:34])[CH2:32][CH2:33]4)(=[O:26])=[O:27])=[CH:23][CH:24]=3)[N:16]=[N:17][C:12]=2[CH:11]=1. The yield is 0.400. (2) The reactants are [F:1][C:2]1[CH:10]=[C:9]([N+:11]([O-:13])=[O:12])[CH:8]=[CH:7][C:3]=1[C:4]([OH:6])=[O:5].S(=O)(=O)(O)O.[CH2:19](O)[CH3:20]. No catalyst specified. The product is [CH2:19]([O:5][C:4](=[O:6])[C:3]1[CH:7]=[CH:8][C:9]([N+:11]([O-:13])=[O:12])=[CH:10][C:2]=1[F:1])[CH3:20]. The yield is 0.650. (3) No catalyst specified. The reactants are [CH3:1][C:2]1[N:7]=[C:6](O)[C:5]2[CH:9]=[CH:10][NH:11][C:4]=2[CH:3]=1.P(Br)(Br)([Br:14])=O.C([O-])(O)=O.[Na+]. The product is [Br:14][C:6]1[C:5]2[CH:9]=[CH:10][NH:11][C:4]=2[CH:3]=[C:2]([CH3:1])[N:7]=1. The yield is 0.120. (4) The reactants are CO[CH:3](OC)[CH2:4][Br:5].Br.O.[Br:10][C:11]1[C:12]([NH2:18])=[N:13][CH:14]=[C:15](Br)[N:16]=1. The catalyst is CN(C=O)C. The product is [Br:5][C:4]1[N:16]=[C:11]([Br:10])[C:12]2[N:18]([CH:15]=[CH:14][N:13]=2)[CH:3]=1. The yield is 0.820. (5) The reactants are [Cl:1][C:2]1[CH:3]=[C:4]([CH:7]=[C:8]([OH:11])[C:9]=1[OH:10])[CH:5]=[O:6].[C:12]([O-])([O-])=O.[Cs+].[Cs+].O. The product is [Cl:1][C:2]1[C:9]2[O:10][CH2:12][O:11][C:8]=2[CH:7]=[C:4]([CH:5]=[O:6])[CH:3]=1. The catalyst is CN(C=O)C. The yield is 0.700. (6) The reactants are [F:1][C:2]1[CH:3]=[C:4]([O:9][C:10]2[CH:15]=[CH:14][C:13]([CH2:16][CH2:17][OH:18])=[CH:12][CH:11]=2)[CH:5]=[CH:6][C:7]=1[CH3:8].[N:19]#[C:20][NH2:21].OS(C(F)(F)F)(=O)=O. The catalyst is C1COCC1. The product is [C:20](=[NH:19])([O:18][CH2:17][CH2:16][C:13]1[CH:14]=[CH:15][C:10]([O:9][C:4]2[CH:5]=[CH:6][C:7]([CH3:8])=[C:2]([F:1])[CH:3]=2)=[CH:11][CH:12]=1)[NH2:21]. The yield is 0.258. (7) The reactants are Cl.[CH2:2]([O:9][C:10](=[O:29])[NH:11][CH2:12][CH2:13][CH2:14][CH2:15][C@H:16]([NH2:28])[C:17]([C:19]1[S:20][C:21]2[CH:27]=[CH:26][CH:25]=[CH:24][C:22]=2[N:23]=1)=[O:18])[C:3]1[CH:8]=[CH:7][CH:6]=[CH:5][CH:4]=1.[CH:30]1([C:35](O)=[O:36])[CH2:34][CH2:33][CH2:32][CH2:31]1.CCN(C(C)C)C(C)C.CN(C(ON1N=NC2C=CC=NC1=2)=[N+](C)C)C.F[P-](F)(F)(F)(F)F. The catalyst is C1COCC1. The product is [CH2:2]([O:9][C:10](=[O:29])[NH:11][CH2:12][CH2:13][CH2:14][CH2:15][C@H:16]([NH:28][C:35]([CH:30]1[CH2:34][CH2:33][CH2:32][CH2:31]1)=[O:36])[C:17]([C:19]1[S:20][C:21]2[CH:27]=[CH:26][CH:25]=[CH:24][C:22]=2[N:23]=1)=[O:18])[C:3]1[CH:8]=[CH:7][CH:6]=[CH:5][CH:4]=1. The yield is 0.821.